Dataset: Full USPTO retrosynthesis dataset with 1.9M reactions from patents (1976-2016). Task: Predict the reactants needed to synthesize the given product. Given the product [CH3:1][C:2]1([CH3:25])[C:11]2[C:6](=[CH:7][CH:8]=[C:9]([C:12]([F:14])([F:13])[F:15])[CH:10]=2)[NH:5][CH:4]([C:16]2[CH:21]=[CH:20][CH:19]=[CH:18][C:17]=2[NH2:22])[CH2:3]1, predict the reactants needed to synthesize it. The reactants are: [CH3:1][C:2]1([CH3:25])[C:11]2[C:6](=[CH:7][CH:8]=[C:9]([C:12]([F:15])([F:14])[F:13])[CH:10]=2)[NH:5][CH:4]([C:16]2[CH:21]=[CH:20][CH:19]=[CH:18][C:17]=2[N+:22]([O-])=O)[CH2:3]1.